From a dataset of Catalyst prediction with 721,799 reactions and 888 catalyst types from USPTO. Predict which catalyst facilitates the given reaction. (1) Reactant: [CH:1]1([O:7][C:8]2[CH:13]=[CH:12][C:11]([CH2:14][C:15](=[O:20])[CH2:16][CH2:17][CH2:18][CH3:19])=[CH:10][CH:9]=2)[CH2:6][CH2:5][CH2:4][CH2:3][CH2:2]1.C(N(CC)CC)C.[CH3:28][O:29][C:30](=[O:37])[C:31](=O)[C:32]([F:35])([F:34])[F:33]. Product: [CH3:28][O:29][C:30](=[O:37])[C:31]([C:32]([F:35])([F:34])[F:33])=[C:14]([C:11]1[CH:10]=[CH:9][C:8]([O:7][CH:1]2[CH2:6][CH2:5][CH2:4][CH2:3][CH2:2]2)=[CH:13][CH:12]=1)[C:15](=[O:20])[CH2:16][CH2:17][CH2:18][CH3:19]. The catalyst class is: 1. (2) The catalyst class is: 137. Product: [N+:1]([C:4]1[CH:5]=[C:6]([CH:22]=[CH:23][CH:24]=1)[CH2:7][N:8]1[CH2:9][CH2:10][CH:11]([NH2:14])[CH2:12][CH2:13]1)([O-:3])=[O:2]. Reactant: [N+:1]([C:4]1[CH:5]=[C:6]([CH:22]=[CH:23][CH:24]=1)[CH2:7][N:8]1[CH2:13][CH2:12][CH:11]([NH:14]C(=O)OC(C)(C)C)[CH2:10][CH2:9]1)([O-:3])=[O:2]. (3) Reactant: [CH:1]1([N:4]2[C:13]3[C:8](=[CH:9][CH:10]=[CH:11][CH:12]=3)[NH:7][CH2:6][CH2:5]2)[CH2:3][CH2:2]1.C(N(C(C)C)C(C)C)C.Cl[CH2:24][C:25]([NH2:27])=[O:26]. Product: [CH:1]1([N:4]2[C:13]3[C:8](=[CH:9][CH:10]=[CH:11][CH:12]=3)[N:7]([CH2:24][C:25]([NH2:27])=[O:26])[CH2:6][CH2:5]2)[CH2:3][CH2:2]1. The catalyst class is: 9. (4) Reactant: C(O[CH:5](OC(C)C)[N:6]([CH3:8])[CH3:7])(C)C.[Br:13][C:14]1[CH:19]=[C:18]([N+:20]([O-:22])=[O:21])[C:17]([CH3:23])=[CH:16][C:15]=1[F:24]. Product: [Br:13][C:14]1[C:15]([F:24])=[CH:16][C:17]([CH:23]=[CH:5][N:6]([CH3:7])[CH3:8])=[C:18]([N+:20]([O-:22])=[O:21])[CH:19]=1. The catalyst class is: 3. (5) Reactant: O[CH2:2][CH:3]1[N:8]([C:9](=[O:19])[NH:10][C:11]2[CH:16]=[CH:15][CH:14]=[C:13]([O:17][CH3:18])[CH:12]=2)[CH2:7][CH2:6][N:5]([C:20]([O:22][C:23]([CH3:26])([CH3:25])[CH3:24])=[O:21])[CH2:4]1.C1(P(C2C=CC=CC=2)C2C=CC=CC=2)C=CC=CC=1.N(C(OCC)=O)=NC(OCC)=O.C1(C)C=CC=CC=1.O. Product: [CH3:18][O:17][C:13]1[CH:12]=[C:11]([N:10]2[CH2:2][CH:3]3[CH2:4][N:5]([C:20]([O:22][C:23]([CH3:25])([CH3:24])[CH3:26])=[O:21])[CH2:6][CH2:7][N:8]3[C:9]2=[O:19])[CH:16]=[CH:15][CH:14]=1. The catalyst class is: 9. (6) Reactant: [Cl:1][C:2]1[C:7]([C:8]([NH:10][C:11]2[CH:16]=[CH:15][C:14]([C:17]3[O:21][CH:20]=[N:19][CH:18]=3)=[C:13]([O:22][CH3:23])[CH:12]=2)=[O:9])=[C:6](Cl)[N:5]=[CH:4][N:3]=1.[NH3:25]. Product: [NH2:25][C:6]1[C:7]([C:8]([NH:10][C:11]2[CH:16]=[CH:15][C:14]([C:17]3[O:21][CH:20]=[N:19][CH:18]=3)=[C:13]([O:22][CH3:23])[CH:12]=2)=[O:9])=[C:2]([Cl:1])[N:3]=[CH:4][N:5]=1. The catalyst class is: 12.